Dataset: Full USPTO retrosynthesis dataset with 1.9M reactions from patents (1976-2016). Task: Predict the reactants needed to synthesize the given product. (1) The reactants are: Br[C:2]1[CH:7]=[CH:6][C:5]([C:8](=[O:10])[CH3:9])=[CH:4][CH:3]=1.[Cl:11][C:12]1[CH:13]=[C:14](B(O)O)[CH:15]=[CH:16][C:17]=1[OH:18].C([O-])([O-])=O.[K+].[K+].CC#N. Given the product [Cl:11][C:12]1[CH:13]=[C:14]([C:2]2[CH:7]=[CH:6][C:5]([C:8](=[O:10])[CH3:9])=[CH:4][CH:3]=2)[CH:15]=[CH:16][C:17]=1[OH:18], predict the reactants needed to synthesize it. (2) Given the product [Cl:21][C:18]1[CH:19]=[CH:20][C:15]([C@@:12]2([C:13]#[N:14])[C@H:11]([CH2:23][C:24]([CH3:27])([CH3:26])[CH3:25])[NH:10][C@@H:9]([C:28]([NH:30][C:31]3[CH:36]=[CH:35][C:34]([N:37]4[CH2:42][CH2:41][CH:40]([C:43]([OH:45])=[O:44])[CH2:39][CH2:38]4)=[CH:33][CH:32]=3)=[O:29])[C@@H:8]2[C:4]2[CH:5]=[CH:6][CH:7]=[C:2]([Cl:1])[C:3]=2[F:48])=[C:16]([F:22])[CH:17]=1, predict the reactants needed to synthesize it. The reactants are: [Cl:1][C:2]1[C:3]([F:48])=[C:4]([C@@H:8]2[C@:12]([C:15]3[CH:20]=[CH:19][C:18]([Cl:21])=[CH:17][C:16]=3[F:22])([C:13]#[N:14])[C@H:11]([CH2:23][C:24]([CH3:27])([CH3:26])[CH3:25])[NH:10][C@H:9]2[C:28]([NH:30][C:31]2[CH:36]=[CH:35][C:34]([N:37]3[CH2:42][CH2:41][CH:40]([C:43]([O:45]CC)=[O:44])[CH2:39][CH2:38]3)=[CH:33][CH:32]=2)=[O:29])[CH:5]=[CH:6][CH:7]=1.O.[OH-].[Li+].Cl. (3) The reactants are: [CH3:1][C:2]1[N:7]=[C:6]([O:8][C:9]2[CH:10]=[C:11]([CH:21]=[CH:22][CH:23]=2)[CH2:12]P(=O)(OCC)OCC)[CH:5]=[CH:4][CH:3]=1.[H-].[Na+].[C:26]([O:30][C:31]([N:33]1[CH2:38][CH2:37][C:36](=O)[CH2:35][CH2:34]1)=[O:32])([CH3:29])([CH3:28])[CH3:27].O. Given the product [CH3:1][C:2]1[N:7]=[C:6]([O:8][C:9]2[CH:10]=[C:11]([CH:21]=[CH:22][CH:23]=2)[CH:12]=[C:36]2[CH2:37][CH2:38][N:33]([C:31]([O:30][C:26]([CH3:29])([CH3:28])[CH3:27])=[O:32])[CH2:34][CH2:35]2)[CH:5]=[CH:4][CH:3]=1, predict the reactants needed to synthesize it. (4) Given the product [CH2:17]([NH:18][C:8]([NH:7][CH:4]1[CH2:3][CH2:2][O:1][CH2:6][CH2:5]1)=[O:13])[C:16]#[CH:15], predict the reactants needed to synthesize it. The reactants are: [O:1]1[CH2:6][CH2:5][CH:4]([NH:7][C:8](=[O:13])OC(C)=C)[CH2:3][CH2:2]1.C1CCN2[C:17](=[N:18]CCC2)[CH2:16][CH2:15]1.C(N)C#C. (5) The reactants are: [F:1][C:2]([F:20])([C:14]1[CH:19]=[CH:18][CH:17]=[CH:16][CH:15]=1)[C:3]1[N:7]=[C:6]([C@H:8]2[CH2:12][CH2:11][C@H:10]([NH2:13])[CH2:9]2)[O:5][N:4]=1.[CH3:21]CN(C(C)C)C(C)C.Cl[C:31]1[N:36]=[CH:35][N:34]=[C:33]2[N:37](C3CCCCO3)[N:38]=[CH:39][C:32]=12. Given the product [F:20][C:2]([F:1])([C:14]1[CH:19]=[CH:18][C:17]([CH3:21])=[CH:16][CH:15]=1)[C:3]1[N:7]=[C:6]([C@H:8]2[CH2:12][CH2:11][C@H:10]([NH:13][C:31]3[N:36]=[CH:35][N:34]=[C:33]4[NH:37][N:38]=[CH:39][C:32]=34)[CH2:9]2)[O:5][N:4]=1, predict the reactants needed to synthesize it. (6) Given the product [O:1]1[C:5]2[CH:6]=[CH:7][C:8]([C:10]3([C:13]([NH:15][C:16]4[CH:21]=[CH:20][C:19]([CH3:22])=[C:18]([C:33]5[CH:41]=[CH:40][C:36]([C:37]([NH2:39])=[O:38])=[CH:35][C:34]=5[F:42])[CH:17]=4)=[O:14])[CH2:12][CH2:11]3)=[CH:9][C:4]=2[O:3][CH2:2]1, predict the reactants needed to synthesize it. The reactants are: [O:1]1[C:5]2[CH:6]=[CH:7][C:8]([C:10]3([C:13]([NH:15][C:16]4[CH:21]=[CH:20][C:19]([CH3:22])=[C:18](B5OC(C)(C)C(C)(C)O5)[CH:17]=4)=[O:14])[CH2:12][CH2:11]3)=[CH:9][C:4]=2[O:3][CH2:2]1.Br[C:33]1[CH:41]=[CH:40][C:36]([C:37]([NH2:39])=[O:38])=[CH:35][C:34]=1[F:42].C([O-])([O-])=O.[K+].[K+].